This data is from Catalyst prediction with 721,799 reactions and 888 catalyst types from USPTO. The task is: Predict which catalyst facilitates the given reaction. (1) Reactant: [N+:1]([C:4]1[CH:16]=[CH:15][C:7]([CH2:8][C:9]2[O:13][C:12](=[O:14])[NH:11][N:10]=2)=[CH:6][CH:5]=1)([O-:3])=[O:2].IC.[CH3:19]N(C)C=O.[H-].[Na+]. Product: [CH3:19][N:11]1[N:10]=[C:9]([CH2:8][C:7]2[CH:15]=[CH:16][C:4]([N+:1]([O-:3])=[O:2])=[CH:5][CH:6]=2)[O:13][C:12]1=[O:14]. The catalyst class is: 6. (2) Reactant: [CH2:1]([O:3][C:4]1[CH:5]=[C:6]([C:10]2[C:15]3[CH:16]=[C:17]([C:19]([O:21][CH3:22])=[O:20])[NH:18][C:14]=3[CH:13]=[CH:12][N:11]=2)[CH:7]=[CH:8][CH:9]=1)[CH3:2].[H-].[Na+].[Br:25][CH2:26][CH2:27]Br. Product: [Br:25][CH2:26][CH2:27][N:18]1[C:14]2[CH:13]=[CH:12][N:11]=[C:10]([C:6]3[CH:7]=[CH:8][CH:9]=[C:4]([O:3][CH2:1][CH3:2])[CH:5]=3)[C:15]=2[CH:16]=[C:17]1[C:19]([O:21][CH3:22])=[O:20]. The catalyst class is: 18.